This data is from Forward reaction prediction with 1.9M reactions from USPTO patents (1976-2016). The task is: Predict the product of the given reaction. Given the reactants [C:9](O[C:9]([O:11][C:12]([CH3:15])([CH3:14])[CH3:13])=[O:10])([O:11][C:12]([CH3:15])([CH3:14])[CH3:13])=[O:10].[NH2:16][C:17]1[C:26]2[C:21](=[CH:22][CH:23]=[C:24]([OH:27])[CH:25]=2)[CH:20]=[CH:19][CH:18]=1.C(N(CC)CC)C.O1CCOCC1, predict the reaction product. The product is: [OH:27][C:24]1[CH:25]=[C:26]2[C:21]([CH:20]=[CH:19][CH:18]=[C:17]2[NH:16][C:9](=[O:10])[O:11][C:12]([CH3:13])([CH3:14])[CH3:15])=[CH:22][CH:23]=1.